From a dataset of Catalyst prediction with 721,799 reactions and 888 catalyst types from USPTO. Predict which catalyst facilitates the given reaction. (1) Reactant: C(OC([N:8]([C:10]1([C@@H:13]2[CH2:17][CH2:16][NH:15][CH2:14]2)[CH2:12][CH2:11]1)[CH3:9])=O)(C)(C)C.C(N(CC)CC)C.F[C:26]1[CH:27]=[CH:28][C:29]2[C:39](=[O:40])[C:38]([C:41]([OH:43])=[O:42])=[CH:37][N:31]3[C@@H:32]([CH3:36])[CH2:33][O:34][C:35]=1[C:30]=23. Product: [CH3:36][C@@H:32]1[N:31]2[CH:37]=[C:38]([C:41]([OH:43])=[O:42])[C:39](=[O:40])[C:29]3[CH:28]=[CH:27][C:26]([N:15]4[CH2:16][CH2:17][C@@H:13]([C:10]5([NH:8][CH3:9])[CH2:11][CH2:12]5)[CH2:14]4)=[C:35]([C:30]=32)[O:34][CH2:33]1. The catalyst class is: 16. (2) Reactant: [H-].C([Al+]CC(C)C)C(C)C.[CH3:11][C:12]1[C:22](C(O)=O)=[N:21][C:20]2[C:19]3[S:26][CH:27]=[CH:28][C:18]=3[CH2:17][CH2:16][O:15][C:14]=2[CH:13]=1.CC[O:31]C(C)=O. Product: [OH:31][CH2:11][C:12]1[CH:22]=[N:21][C:20]2[C:19]3[S:26][CH:27]=[CH:28][C:18]=3[CH2:17][CH2:16][O:15][C:14]=2[CH:13]=1. The catalyst class is: 11. (3) The catalyst class is: 1. Product: [Cl:1][C:2]1[N:11]=[C:10]([NH:12][CH2:13][CH2:14][C:15]([NH2:19])=[O:17])[C:9]2[C:4](=[N:5][CH:6]=[CH:7][N:8]=2)[CH:3]=1. Reactant: [Cl:1][C:2]1[N:11]=[C:10]([NH:12][CH2:13][CH2:14][C:15]([OH:17])=O)[C:9]2[C:4](=[N:5][CH:6]=[CH:7][N:8]=2)[CH:3]=1.C[N:19](C(ON1N=NC2C=CC=NC1=2)=[N+](C)C)C.F[P-](F)(F)(F)(F)F.CCN(C(C)C)C(C)C.[NH4+].[Cl-]. (4) Reactant: Cl[CH2:2][C:3]1[N:7]([C:8]2[C:13]([Cl:14])=[CH:12][CH:11]=[CH:10][C:9]=2[Cl:15])[N:6]=[N:5][C:4]=1[CH:16]([CH3:18])[CH3:17].[CH3:19][O:20][C:21]([C:23]1[CH:28]=[CH:27][C:26]([C:29]2[CH:34]=[CH:33][C:32]([OH:35])=[CH:31][C:30]=2[CH3:36])=[CH:25][CH:24]=1)=[O:22].C(=O)([O-])[O-].[Cs+].[Cs+]. Product: [CH3:19][O:20][C:21]([C:23]1[CH:24]=[CH:25][C:26]([C:29]2[CH:34]=[CH:33][C:32]([O:35][CH2:2][C:3]3[N:7]([C:8]4[C:13]([Cl:14])=[CH:12][CH:11]=[CH:10][C:9]=4[Cl:15])[N:6]=[N:5][C:4]=3[CH:16]([CH3:18])[CH3:17])=[CH:31][C:30]=2[CH3:36])=[CH:27][CH:28]=1)=[O:22]. The catalyst class is: 9. (5) Reactant: [OH:1][C:2]1[CH:3]=[CH:4][C:5]2[C:9]([C:10]([C:12]3[CH:44]=[CH:43][C:15]([O:16][CH2:17][CH2:18][CH2:19][CH2:20][CH2:21][C:22]([CH2:33][CH2:34][CH2:35][C:36]([F:42])([F:41])[C:37]([F:40])([F:39])[F:38])([C:28]([O:30]CC)=[O:29])[C:23]([O:25]CC)=[O:24])=[CH:14][CH:13]=3)=[O:11])=[C:8]([C:45]3[CH:50]=[CH:49][C:48]([OH:51])=[CH:47][CH:46]=3)[S:7][C:6]=2[CH:52]=1.[OH-].[K+]. Product: [OH:1][C:2]1[CH:3]=[CH:4][C:5]2[C:9]([C:10]([C:12]3[CH:44]=[CH:43][C:15]([O:16][CH2:17][CH2:18][CH2:19][CH2:20][CH2:21][C:22]([CH2:33][CH2:34][CH2:35][C:36]([F:42])([F:41])[C:37]([F:38])([F:39])[F:40])([C:28]([OH:30])=[O:29])[C:23]([OH:25])=[O:24])=[CH:14][CH:13]=3)=[O:11])=[C:8]([C:45]3[CH:50]=[CH:49][C:48]([OH:51])=[CH:47][CH:46]=3)[S:7][C:6]=2[CH:52]=1. The catalyst class is: 40.